From a dataset of Catalyst prediction with 721,799 reactions and 888 catalyst types from USPTO. Predict which catalyst facilitates the given reaction. (1) Reactant: [F:1][C:2]1[C:3]([NH:28][CH:29]([C:41]([CH3:44])([CH3:43])[CH3:42])[CH2:30][S@@:31]([CH2:33][C:34]([O:36]C(C)(C)C)=[O:35])=[O:32])=[N:4][C:5]([C:8]2[C:16]3[C:11](=[N:12][CH:13]=[C:14]([F:17])[CH:15]=3)[N:10](S(C3C=CC(C)=CC=3)(=O)=O)[CH:9]=2)=[N:6][CH:7]=1.C[O-].[Na+].[NH4+].[Cl-]. Product: [F:1][C:2]1[C:3]([NH:28][CH:29]([C:41]([CH3:44])([CH3:43])[CH3:42])[CH2:30][S@@:31]([CH2:33][C:34]([OH:36])=[O:35])=[O:32])=[N:4][C:5]([C:8]2[C:16]3[C:11](=[N:12][CH:13]=[C:14]([F:17])[CH:15]=3)[NH:10][CH:9]=2)=[N:6][CH:7]=1. The catalyst class is: 1. (2) Reactant: [NH:1]1[C:9]2[C:4](=[CH:5][CH:6]=[CH:7][CH:8]=2)[CH2:3][C:2]1=[O:10].[Li+].C[Si]([N-][Si](C)(C)C)(C)C.[CH3:21][C:22]1([CH3:32])[C:26]2[CH:27]=[CH:28][CH:29]=[CH:30][C:25]=2[C:24](=O)[O:23]1. Product: [CH3:21][C:22]1([CH3:32])[C:26]2[CH:27]=[CH:28][CH:29]=[CH:30][C:25]=2/[C:24](=[C:3]2\[C:2](=[O:10])[NH:1][C:9]3[C:4]\2=[CH:5][CH:6]=[CH:7][CH:8]=3)/[O:23]1. The catalyst class is: 1. (3) Reactant: COC(=O)C(O)=CC(=O)N(CC1C=CC(Cl)=C(Cl)C=1)C.C=O.[CH2:23]([O:25][P:26]([CH2:31][CH2:32][NH2:33])(=[O:30])[O:27][CH2:28][CH3:29])[CH3:24].[Cl:34][C:35]1[CH:36]=[C:37]([CH:51]=[CH:52][C:53]=1[Cl:54])[CH2:38][N:39]([CH3:50])[C:40]([C:42]1[CH2:43]N(C)[C:45](=[O:48])[C:46]=1[OH:47])=[O:41]. Product: [CH2:28]([O:27][P:26]([CH2:31][CH2:32][N:33]1[CH2:43][C:42]([C:40](=[O:41])[N:39]([CH2:38][C:37]2[CH:51]=[CH:52][C:53]([Cl:54])=[C:35]([Cl:34])[CH:36]=2)[CH3:50])=[C:46]([OH:47])[C:45]1=[O:48])(=[O:30])[O:25][CH2:23][CH3:24])[CH3:29]. The catalyst class is: 635. (4) Reactant: C([O:4][CH2:5][C@@H:6]1[C@@H:11]([O:12]C(=O)C)[C@H:10]([O:16][C@@H:17]2[C@@H:22]([O:23]C(=O)C)[C@@H:21]([O:27]C(=O)C)[C@H:20]([O:31]C(=O)C)[C@@H:19]([CH2:35][O:36]C(=O)C)[O:18]2)[C@H:9]([OH:40])[C@@H:8]([C:41]2[CH:46]=[CH:45][CH:44]=[C:43]([O:47][CH3:48])[CH:42]=2)[O:7]1)(=O)C.C([O-])([O-])=O.[K+].[K+]. Product: [OH:12][C@H:11]1[C@H:10]([O:16][CH:17]2[CH:22]([OH:23])[CH:21]([OH:27])[CH:20]([OH:31])[CH:19]([CH2:35][OH:36])[O:18]2)[C@H:9]([OH:40])[C@@H:8]([C:41]2[CH:46]=[CH:45][CH:44]=[C:43]([O:47][CH3:48])[CH:42]=2)[O:7][C@@H:6]1[CH2:5][OH:4]. The catalyst class is: 5. (5) The catalyst class is: 1. Reactant: [F:1][C:2]1[CH:7]=[CH:6][C:5]([C:8]2[O:9][C:10]3[CH:20]=[CH:19][C:18]([O:21][CH:22]([CH2:27][CH2:28][Se]C4C=CC=CC=4)[C:23]([O:25][CH3:26])=[O:24])=[CH:17][C:11]=3[C:12]=2[C:13]([NH:15][CH3:16])=[O:14])=[CH:4][CH:3]=1.OO. Product: [F:1][C:2]1[CH:3]=[CH:4][C:5]([C:8]2[O:9][C:10]3[CH:20]=[CH:19][C:18]([O:21][CH:22]([CH:27]=[CH2:28])[C:23]([O:25][CH3:26])=[O:24])=[CH:17][C:11]=3[C:12]=2[C:13]([NH:15][CH3:16])=[O:14])=[CH:6][CH:7]=1.